Dataset: Catalyst prediction with 721,799 reactions and 888 catalyst types from USPTO. Task: Predict which catalyst facilitates the given reaction. (1) Reactant: Br[C:2]1[CH:7]=[CH:6][N:5]=[C:4]([NH:8][CH2:9][CH:10]([OH:22])[CH2:11][N:12]2[CH2:21][CH2:20][C:19]3[C:14](=[CH:15][CH:16]=[CH:17][CH:18]=3)[CH2:13]2)[CH:3]=1.[CH3:23][C:24]1([CH3:40])[C:28]([CH3:30])([CH3:29])[O:27][B:26]([B:26]2[O:27][C:28]([CH3:30])([CH3:29])[C:24]([CH3:40])([CH3:23])[O:25]2)[O:25]1.CC([O-])=O.[K+]. Product: [CH2:13]1[C:14]2[C:19](=[CH:18][CH:17]=[CH:16][CH:15]=2)[CH2:20][CH2:21][N:12]1[CH2:11][CH:10]([OH:22])[CH2:9][NH:8][C:4]1[CH:3]=[C:2]([B:26]2[O:27][C:28]([CH3:30])([CH3:29])[C:24]([CH3:40])([CH3:23])[O:25]2)[CH:7]=[CH:6][N:5]=1. The catalyst class is: 75. (2) Reactant: O.O.[OH:3][C:4]1[CH:9]=[CH:8][C:7]([S:10]([O-:13])(=[O:12])=[O:11])=[CH:6][CH:5]=1.[Na+:14].[OH-].[Na+].C(Br)[C:18]1[CH:23]=[CH:22][CH:21]=[CH:20][CH:19]=1. Product: [O:3]([C:4]1[CH:9]=[CH:8][C:7]([S:10]([O-:13])(=[O:11])=[O:12])=[CH:6][CH:5]=1)[C:18]1[CH:23]=[CH:22][CH:21]=[CH:20][CH:19]=1.[Na+:14]. The catalyst class is: 315. (3) Product: [C:1]([O:5][C:6]([N:8]1[CH2:12][C@@H:11]([N:13]([CH2:21][C:22]2[CH:27]=[C:26]([C:28]([F:31])([F:30])[F:29])[CH:25]=[C:24]([C:32]([F:35])([F:34])[F:33])[CH:23]=2)[C:14]2[N:19]=[CH:18][C:17]([C:43]3[CH:42]=[N:41][N:40]([CH3:39])[CH:44]=3)=[CH:16][N:15]=2)[CH2:10][C@H:9]1[CH2:36][O:37][CH3:38])=[O:7])([CH3:4])([CH3:3])[CH3:2]. The catalyst class is: 104. Reactant: [C:1]([O:5][C:6]([N:8]1[CH2:12][C@@H:11]([N:13]([CH2:21][C:22]2[CH:27]=[C:26]([C:28]([F:31])([F:30])[F:29])[CH:25]=[C:24]([C:32]([F:35])([F:34])[F:33])[CH:23]=2)[C:14]2[N:19]=[CH:18][C:17](Br)=[CH:16][N:15]=2)[CH2:10][C@H:9]1[CH2:36][O:37][CH3:38])=[O:7])([CH3:4])([CH3:3])[CH3:2].[CH3:39][N:40]1[CH:44]=[CH:43][C:42](B2OC(C)(C)C(C)(C)O2)=[N:41]1.C(=O)([O-])O.[Na+].O. (4) The catalyst class is: 3. Product: [CH3:12][C@@H:9]([CH2:10][CH3:11])[C@H:8]([NH:7][C:6](=[O:37])[CH2:43][C:42]1[N:38]=[N:39][NH:40][N:41]=1)[C:13]([NH:14][CH2:15][C:16]([N:17]1[C:25]2[C:20](=[CH:21][CH:22]=[CH:23][CH:24]=2)[CH2:19][C@H:18]1[C:26]([NH:27][CH2:28][C:29]1[N:30]=[N:31][NH:32][CH:33]=1)=[O:34])=[O:35])=[O:36]. Reactant: C(O[C:6](=[O:37])[NH:7][C@H:8]([C:13](=[O:36])[NH:14][CH2:15][C:16](=[O:35])[N:17]1[C:25]2[C:20](=[CH:21][CH:22]=[CH:23][CH:24]=2)[CH2:19][C@H:18]1[C:26](=[O:34])[NH:27][CH2:28][C:29]1[N:30]=[N:31][NH:32][CH:33]=1)[C@@H:9]([CH3:12])[CH2:10][CH3:11])(C)(C)C.[N:38]1[NH:39][N:40]=[N:41][C:42]=1[CH2:43]C(O)=O. (5) The catalyst class is: 2. Product: [Br:1][C:2]1[CH:3]=[C:4]2[N:10]([S:11]([C:14]3[CH:20]=[CH:19][C:17]([CH3:18])=[CH:16][CH:15]=3)(=[O:13])=[O:12])[CH:9]=[CH:8][C:5]2=[N+:6]([O-:29])[CH:7]=1. Reactant: [Br:1][C:2]1[CH:3]=[C:4]2[N:10]([S:11]([C:14]3[CH:20]=[CH:19][C:17]([CH3:18])=[CH:16][CH:15]=3)(=[O:13])=[O:12])[CH:9]=[CH:8][C:5]2=[N:6][CH:7]=1.ClC1C=CC=C(C(OO)=[O:29])C=1. (6) Reactant: CN(C(ON1N=NC2C=CC=NC1=2)=[N+](C)C)C.F[P-](F)(F)(F)(F)F.ClC(Cl)C.[CH:29]1([NH:35][C:36]2[N:44]=[C:43]([F:45])[CH:42]=[CH:41][C:37]=2[C:38]([OH:40])=O)[CH2:34][CH2:33][CH2:32][CH2:31][CH2:30]1.[NH2:46][C:47]1[CH:56]=[C:55]2[C:50]([CH2:51][CH2:52][C:53](=[O:58])[N:54]2[CH3:57])=[CH:49][CH:48]=1. Product: [CH:29]1([NH:35][C:36]2[N:44]=[C:43]([F:45])[CH:42]=[CH:41][C:37]=2[C:38]([NH:46][C:47]2[CH:56]=[C:55]3[C:50]([CH2:51][CH2:52][C:53](=[O:58])[N:54]3[CH3:57])=[CH:49][CH:48]=2)=[O:40])[CH2:30][CH2:31][CH2:32][CH2:33][CH2:34]1. The catalyst class is: 66.